Dataset: Full USPTO retrosynthesis dataset with 1.9M reactions from patents (1976-2016). Task: Predict the reactants needed to synthesize the given product. (1) Given the product [CH:1]1([NH:6][C:7]2[N:12]=[C:11]([C:13]3[N:17]4[CH:18]=[CH:19][CH:20]=[C:21]([N:22]5[CH2:27][CH2:26][O:25][CH2:24][CH2:23]5)[C:16]4=[N:15][C:14]=3[C:28]3[CH:29]=[CH:30][C:31]([C:32]([NH2:33])=[O:36])=[CH:34][CH:35]=3)[CH:10]=[CH:9][N:8]=2)[CH2:2][CH2:3][CH2:4][CH2:5]1, predict the reactants needed to synthesize it. The reactants are: [CH:1]1([NH:6][C:7]2[N:12]=[C:11]([C:13]3[N:17]4[CH:18]=[CH:19][CH:20]=[C:21]([N:22]5[CH2:27][CH2:26][O:25][CH2:24][CH2:23]5)[C:16]4=[N:15][C:14]=3[C:28]3[CH:35]=[CH:34][C:31]([C:32]#[N:33])=[CH:30][CH:29]=3)[CH:10]=[CH:9][N:8]=2)[CH2:5][CH2:4][CH2:3][CH2:2]1.[OH-:36].[NH4+].OO. (2) Given the product [CH3:16][C:2]1[N:3]=[CH:4][C:5]([C:12]([O:14][CH3:15])=[O:13])=[N:6][C:7]=1[C:8]([F:11])([F:10])[F:9], predict the reactants needed to synthesize it. The reactants are: Cl[C:2]1[N:3]=[CH:4][C:5]([C:12]([O:14][CH3:15])=[O:13])=[N:6][C:7]=1[C:8]([F:11])([F:10])[F:9].[CH3:16]B1OB(C)OB(C)O1.C(=O)([O-])[O-].[K+].[K+]. (3) Given the product [Br:1][C:2]1[CH:7]=[CH:6][CH:5]=[C:4]([N+:8]([O-:10])=[O:9])[C:3]=1[NH:12][C:13]1[CH:18]=[CH:17][CH:16]=[CH:15][CH:14]=1, predict the reactants needed to synthesize it. The reactants are: [Br:1][C:2]1[CH:7]=[CH:6][CH:5]=[C:4]([N+:8]([O-:10])=[O:9])[C:3]=1F.[NH2:12][C:13]1[CH:18]=[CH:17][CH:16]=[CH:15][CH:14]=1. (4) Given the product [Cl:1][C:2]1[CH:3]=[CH:4][C:5]([N:36]2[CH:40]=[N:39][N:38]=[N:37]2)=[C:6]([C:8]2[CH:16]=[C:15]3[N:11]([C@H:12]([C:17]4[NH:45][C:27]([C:28]5[CH:29]=[CH:30][CH:31]=[CH:32][CH:33]=5)=[C:20]([C:21]([O:23][CH2:24][CH:25]=[CH2:26])=[O:22])[N:19]=4)[CH2:13][CH2:14]3)[C:10](=[O:35])[CH:9]=2)[CH:7]=1, predict the reactants needed to synthesize it. The reactants are: [Cl:1][C:2]1[CH:3]=[CH:4][C:5]([N:36]2[CH:40]=[N:39][N:38]=[N:37]2)=[C:6]([C:8]2[CH:16]=[C:15]3[N:11]([C@H:12]([C:17]([NH:19][CH:20]([C:27](=O)[C:28]4[CH:33]=[CH:32][CH:31]=[CH:30][CH:29]=4)[C:21]([O:23][CH2:24][CH:25]=[CH2:26])=[O:22])=O)[CH2:13][CH2:14]3)[C:10](=[O:35])[CH:9]=2)[CH:7]=1.C([O-])(=O)C.[NH4+:45].C(=O)([O-])O.[Na+]. (5) The reactants are: Cl[C:2]1[CH:7]=[C:6]([CH:8]([OH:13])[C:9]([F:12])([F:11])[F:10])[CH:5]=[CH:4][N:3]=1.[Li+].C[Si]([N-:19][Si](C)(C)C)(C)C.C1(C2C=CC=CC=2)C=CC=CC=1P(C1CCCCCC1)C1CCCCC1. Given the product [NH2:19][C:2]1[CH:7]=[C:6]([CH:8]([OH:13])[C:9]([F:12])([F:11])[F:10])[CH:5]=[CH:4][N:3]=1, predict the reactants needed to synthesize it. (6) Given the product [O:1]1[C:5]2[CH:6]=[CH:7][C:8]([NH:10][C:11]([NH:12][C:13]3[N:17]([C:18]4[CH:23]=[CH:22][CH:21]=[C:20]([CH2:24][C:25]([N:34]([CH3:35])[CH3:33])=[O:27])[CH:19]=4)[N:16]=[C:15]([C:28]([CH3:29])([CH3:30])[CH3:31])[CH:14]=3)=[O:32])=[CH:9][C:4]=2[O:3][CH2:2]1, predict the reactants needed to synthesize it. The reactants are: [O:1]1[C:5]2[CH:6]=[CH:7][C:8]([NH:10][C:11](=[O:32])[NH:12][C:13]3[N:17]([C:18]4[CH:19]=[C:20]([CH2:24][C:25]([OH:27])=O)[CH:21]=[CH:22][CH:23]=4)[N:16]=[C:15]([C:28]([CH3:31])([CH3:30])[CH3:29])[CH:14]=3)=[CH:9][C:4]=2[O:3][CH2:2]1.[CH3:33][NH:34][CH3:35].CCN(C(C)C)C(C)C.C1CN([P+](ON2N=NC3C=CC=CC2=3)(N2CCCC2)N2CCCC2)CC1.F[P-](F)(F)(F)(F)F. (7) Given the product [NH2:11][C@H:12]([C:21]([OH:23])=[O:22])[CH2:13][C:14]1[CH:15]=[CH:16][C:17]([OH:20])=[CH:18][CH:19]=1, predict the reactants needed to synthesize it. The reactants are: C([C@H](N)C(O)=O)CC(N)=O.[NH2:11][C@H:12]([C:21]([OH:23])=[O:22])[CH2:13][C:14]1[CH:19]=[CH:18][C:17]([OH:20])=[CH:16][CH:15]=1.P(OC[C@H]1O[C@@H](N2C3N=CN=C(N)C=3N=C2)[C@H](O)[C@@H]1O)(OP(OP(O)(O)=O)(O)=O)(=O)O.C(S)[C@@H](O)[C@H](O)CS.[Eu].C1C(CC(NP(O)(O)=O)C(O)=O)=CC=C(O)C=1. (8) Given the product [CH3:72][O:71][C:70]1[CH:69]=[C:54]([CH2:55][C:6]([N:8]2[CH2:12][CH2:11][CH2:10][CH:9]2[C:13]([NH:15][CH:16]2[CH2:21][CH2:20][CH:19]([C:22]([O:24][CH2:25][C:26]3[CH:31]=[CH:30][CH:29]=[CH:28][CH:27]=3)=[O:23])[CH2:18][CH2:17]2)=[O:14])=[O:7])[CH:63]=[CH:62][C:61]=1[NH:60][C:59]([NH:58][C:57]1[CH:56]=[CH:44][CH:43]=[CH:42][C:41]=1[CH3:40])=[O:33], predict the reactants needed to synthesize it. The reactants are: C(O[C:6]([N:8]1[CH2:12][CH2:11][CH2:10][CH:9]1[C:13]([NH:15][C@@H:16]1[CH2:21][CH2:20][C@H:19]([C:22]([O:24][CH2:25][C:26]2[CH:31]=[CH:30][CH:29]=[CH:28][CH:27]=2)=[O:23])[CH2:18][CH2:17]1)=[O:14])=[O:7])(C)(C)C.C(O)(C(F)(F)F)=[O:33].C1[CH:40]=[CH:41][C:42]2N(O)N=N[C:43]=2[CH:44]=1.C(N([CH2:54][CH3:55])CC)C.[CH3:56][CH2:57][N:58]=[C:59]=[N:60][CH2:61][CH2:62][CH2:63]N(C)C.Cl.C1[CH2:72][O:71][CH2:70][CH2:69]1. (9) Given the product [C:4]1(=[O:21])[N:5]([CH:6]([C:11]2[CH:16]=[CH:15][C:14]([O:17][CH3:18])=[C:13]([O:19][CH3:20])[CH:12]=2)[CH2:7][C:8]#[N:10])[C:1](=[O:26])[C:2]2=[CH:25][CH:24]=[CH:23][CH:22]=[C:3]12, predict the reactants needed to synthesize it. The reactants are: [C:1]1(=[O:26])[N:5]([CH:6]([C:11]2[CH:16]=[CH:15][C:14]([O:17][CH3:18])=[C:13]([O:19][CH3:20])[CH:12]=2)[CH2:7][C:8]([NH2:10])=O)[C:4](=[O:21])[C:3]2=[CH:22][CH:23]=[CH:24][CH:25]=[C:2]12.CN1CCOCC1.S(Cl)(Cl)=O.